Dataset: Full USPTO retrosynthesis dataset with 1.9M reactions from patents (1976-2016). Task: Predict the reactants needed to synthesize the given product. (1) Given the product [CH2:25]([CH:20]([CH2:21][CH2:22][CH2:23][CH3:24])[CH2:19][O:18][C:17]1[C:16]2[CH:15]=[C:14]3[CH:27]=[C:28]([C:30]([OH:32])=[O:31])[S:29][C:13]3=[C:12]([O:35][CH2:36][CH:37]([CH2:42][CH3:43])[CH2:38][CH2:39][CH2:40][CH3:41])[C:11]=2[CH:10]=[C:9]2[CH:44]=[C:6]([C:4]([OH:5])=[O:3])[S:7][C:8]=12)[CH3:26], predict the reactants needed to synthesize it. The reactants are: C([O:3][C:4]([C:6]1[S:7][C:8]2[C:9]([CH:44]=1)=[CH:10][C:11]1[C:12]([O:35][CH2:36][CH:37]([CH2:42][CH3:43])[CH2:38][CH2:39][CH2:40][CH3:41])=[C:13]3[S:29][C:28]([C:30]([O:32]CC)=[O:31])=[CH:27][C:14]3=[CH:15][C:16]=1[C:17]=2[O:18][CH2:19][CH:20]([CH2:25][CH3:26])[CH2:21][CH2:22][CH2:23][CH3:24])=[O:5])C.O.[OH-].[Li+]. (2) Given the product [CH3:34][O:33][C:27]1[CH:26]=[C:25]([CH:30]=[CH:29][C:28]=1[O:31][CH3:32])[C:24]([N:17]1[C:18]2[C:23](=[CH:22][CH:21]=[CH:20][CH:19]=2)[CH:14]([N:12]2[C:13]3[CH:1]=[CH:2][CH:3]=[CH:4][C:5]=3[C:6]3[C:11]2=[CH:10][CH:9]=[CH:8][CH:7]=3)[CH2:15][CH:16]1[CH2:36][CH2:37][CH2:38][CH2:39][CH2:40][S:48][CH2:42][CH2:43][CH2:44][CH2:45][CH2:46][CH3:47])=[O:35], predict the reactants needed to synthesize it. The reactants are: [CH:1]1[C:13]2[N:12]([CH:14]3[C:23]4[C:18](=[CH:19][CH:20]=[CH:21][CH:22]=4)[N:17]([C:24](=[O:35])[C:25]4[CH:30]=[CH:29][C:28]([O:31][CH3:32])=[C:27]([O:33][CH3:34])[CH:26]=4)[CH:16]([CH2:36][CH2:37][CH2:38][CH2:39][CH2:40]O)[CH2:15]3)[C:11]3[C:6](=[CH:7][CH:8]=[CH:9][CH:10]=3)[C:5]=2[CH:4]=[CH:3][CH:2]=1.[CH2:42]([SH:48])[CH2:43][CH2:44][CH2:45][CH2:46][CH3:47]. (3) Given the product [Br:1][C:2]1[C:3]([CH2:9][O:10][Si:11]([C:14]([CH3:17])([CH3:16])[CH3:15])([CH3:12])[CH3:13])=[C:4]([N:5]2[C:21](=[O:22])[C:20]3[C:19](=[CH:27][CH:26]=[C:25]([F:28])[CH:24]=3)[N:18]=[CH:29]2)[CH:6]=[CH:7][CH:8]=1, predict the reactants needed to synthesize it. The reactants are: [Br:1][C:2]1[C:3]([CH2:9][O:10][Si:11]([C:14]([CH3:17])([CH3:16])[CH3:15])([CH3:13])[CH3:12])=[C:4]([CH:6]=[CH:7][CH:8]=1)[NH2:5].[NH2:18][C:19]1[CH:27]=[CH:26][C:25]([F:28])=[CH:24][C:20]=1[C:21](O)=[O:22].[CH:29](OC)(OC)OC.